From a dataset of Full USPTO retrosynthesis dataset with 1.9M reactions from patents (1976-2016). Predict the reactants needed to synthesize the given product. (1) Given the product [CH3:21][S:18]([O:10][CH2:9][CH2:8][CH2:7][CH:3]1[CH2:4][CH2:5][CH2:6][O:1][CH2:2]1)(=[O:20])=[O:19], predict the reactants needed to synthesize it. The reactants are: [O:1]1[CH2:6][CH2:5][CH2:4][CH:3]([CH2:7][CH2:8][CH2:9][OH:10])[CH2:2]1.C(N(CC)CC)C.[S:18](Cl)([CH3:21])(=[O:20])=[O:19]. (2) Given the product [F:40][C:2]1([F:1])[CH2:6][CH2:5][N:4]([C:7]2[N:12]=[CH:11][C:10]3[O:13][C:14]4[C:19]([C@@:20]5([CH2:24][S:23][C:22]([NH2:25])=[N:21]5)[C:9]=3[CH:8]=2)=[CH:18][C:17]([C:33]2[C:34]([F:39])=[N:35][CH:36]=[CH:37][CH:38]=2)=[CH:16][CH:15]=4)[CH2:3]1, predict the reactants needed to synthesize it. The reactants are: [F:1][C:2]1([F:40])[CH2:6][CH2:5][N:4]([C:7]2[N:12]=[CH:11][C:10]3[O:13][C:14]4[C:19]([C@@:20]5([CH2:24][S:23][C:22]([NH:25]C(=O)OC(C)(C)C)=[N:21]5)[C:9]=3[CH:8]=2)=[CH:18][C:17]([C:33]2[C:34]([F:39])=[N:35][CH:36]=[CH:37][CH:38]=2)=[CH:16][CH:15]=4)[CH2:3]1.C(O)(C(F)(F)F)=O. (3) Given the product [Cl:17][C:18]1[N:27]=[C:26]([S:3][CH:4]2[CH2:5][CH2:6][N:7]([C:10]([O:12][C:13]([CH3:16])([CH3:15])[CH3:14])=[O:11])[CH2:8][CH2:9]2)[C:25]2[C:20](=[CH:21][C:22]([O:31][CH3:32])=[C:23]([O:29][CH3:30])[CH:24]=2)[N:19]=1, predict the reactants needed to synthesize it. The reactants are: [H-].[Na+].[SH:3][CH:4]1[CH2:9][CH2:8][N:7]([C:10]([O:12][C:13]([CH3:16])([CH3:15])[CH3:14])=[O:11])[CH2:6][CH2:5]1.[Cl:17][C:18]1[N:27]=[C:26](Cl)[C:25]2[C:20](=[CH:21][C:22]([O:31][CH3:32])=[C:23]([O:29][CH3:30])[CH:24]=2)[N:19]=1.[Cl-].[NH4+]. (4) Given the product [F:1][C:2]1[CH:7]=[C:6]([I:8])[CH:5]=[CH:4][C:3]=1[N:9]1[C:10]2[C:11](=[CH:12][C:13]3[C:14]([CH3:21])=[N:15][CH:16]=[N:17][C:18]=3[C:19]=2[F:20])[NH:27][C:30]1=[O:39], predict the reactants needed to synthesize it. The reactants are: [F:1][C:2]1[CH:7]=[C:6]([I:8])[CH:5]=[CH:4][C:3]=1[NH:9][C:10]1[C:19]([F:20])=[C:18]2[C:13]([C:14]([CH3:21])=[N:15][CH:16]=[N:17]2)=[CH:12][C:11]=1C(O)=O.C([N:27]([CH2:30]C)CC)C.C1(P(N=[N+]=[N-])(C2C=CC=CC=2)=[O:39])C=CC=CC=1.